From a dataset of Experimentally validated miRNA-target interactions with 360,000+ pairs, plus equal number of negative samples. Binary Classification. Given a miRNA mature sequence and a target amino acid sequence, predict their likelihood of interaction. The miRNA is hsa-miR-4634 with sequence CGGCGCGACCGGCCCGGGG. The protein sequence of the target gene is MENQVLTPHVYWAQRHRELYLRVELSDVQNPAISITENVLHFKAQGHGAKGDNVYEFHLEFLDLVKPEPVYKLTQRQVNITVQKKVSQWWERLTKQEKRPLFLAPDFDRWLDESDAEMELRAKEEERLNKLRLESEGSPETLTNLRKGYLFMYNLVQFLGFSWIFVNLTVRFCILGKESFYDTFHTVADMMYFCQMLAVVETINAAIGVTTSPVLPSLIQLLGRNFILFIIFGTMEEMQNKAVVFFVFYLWSAIEIFRYSFYMLTCIDMDWKVLTWLRYTLWIPLYPLGCLAEAVSVIQS.... Result: 0 (no interaction).